This data is from NCI-60 drug combinations with 297,098 pairs across 59 cell lines. The task is: Regression. Given two drug SMILES strings and cell line genomic features, predict the synergy score measuring deviation from expected non-interaction effect. (1) Cell line: UACC62. Synergy scores: CSS=-3.42, Synergy_ZIP=1.59, Synergy_Bliss=0.423, Synergy_Loewe=-3.22, Synergy_HSA=-3.05. Drug 1: C1=NC2=C(N=C(N=C2N1C3C(C(C(O3)CO)O)F)Cl)N. Drug 2: CC12CCC3C(C1CCC2O)C(CC4=C3C=CC(=C4)O)CCCCCCCCCS(=O)CCCC(C(F)(F)F)(F)F. (2) Drug 1: C1C(C(OC1N2C=C(C(=O)NC2=O)F)CO)O. Drug 2: CC(C)NC(=O)C1=CC=C(C=C1)CNNC.Cl. Cell line: HS 578T. Synergy scores: CSS=14.4, Synergy_ZIP=-7.49, Synergy_Bliss=-3.31, Synergy_Loewe=-34.1, Synergy_HSA=-4.18.